Dataset: Forward reaction prediction with 1.9M reactions from USPTO patents (1976-2016). Task: Predict the product of the given reaction. (1) Given the reactants [CH2:1]([O:3][C:4]([C:6]1[C:7]([CH3:19])=[C:8]([C:12]([O:14][C:15]([CH3:18])([CH3:17])[CH3:16])=[O:13])[NH:9][C:10]=1[CH3:11])=[O:5])[CH3:2].C(O)(=[O:22])C.O.[N+]([O-])(O)=O.[N+]([O-])(O)=O.[N+]([O-])(O)=O.[N+]([O-])(O)=O.[N+]([O-])(O)=O.[N+]([O-])(O)=O.[Ce], predict the reaction product. The product is: [CH2:1]([O:3][C:4]([C:6]1[C:7]([CH3:19])=[C:8]([C:12]([O:14][C:15]([CH3:18])([CH3:17])[CH3:16])=[O:13])[NH:9][C:10]=1[CH:11]=[O:22])=[O:5])[CH3:2]. (2) The product is: [C:1]([O:5][C:6]([N:8]1[CH2:13][CH2:12][N:11]([NH2:14])[CH2:10][CH2:9]1)=[O:7])([CH3:4])([CH3:2])[CH3:3]. Given the reactants [C:1]([O:5][C:6]([N:8]1[CH2:13][CH2:12][N:11]([N:14]=O)[CH2:10][CH2:9]1)=[O:7])([CH3:4])([CH3:3])[CH3:2].[H-].[H-].[H-].[H-].[Li+].[Al+3], predict the reaction product. (3) Given the reactants [NH2:1][C:2]1[CH:24]=[CH:23][C:5]([CH2:6][N:7]2[C:11]([CH3:12])=[C:10]([C:13]3[CH:20]=[CH:19][C:16]([C:17]#[N:18])=[C:15]([Cl:21])[CH:14]=3)[C:9]([CH3:22])=[N:8]2)=[CH:4][CH:3]=1.C(N(CC)CC)C.[CH3:32][S:33](Cl)(=[O:35])=[O:34].[Cl-].[NH4+], predict the reaction product. The product is: [Cl:21][C:15]1[CH:14]=[C:13]([C:10]2[C:9]([CH3:22])=[N:8][N:7]([CH2:6][C:5]3[CH:4]=[CH:3][C:2]([NH:1][S:33]([CH3:32])(=[O:35])=[O:34])=[CH:24][CH:23]=3)[C:11]=2[CH3:12])[CH:20]=[CH:19][C:16]=1[C:17]#[N:18]. (4) Given the reactants [CH:1]([C:3]1[CH:13]=[CH:12][C:6]([O:7][CH2:8][C:9]([OH:11])=O)=[CH:5][CH:4]=1)=[O:2].CN1CCCCC1.C(C1C=C(C=CC=1)OC[C:28]([N:30]1[CH2:35][CH2:34][N:33](C(OC(C)(C)C)=O)[CH2:32][CH2:31]1)=O)=O, predict the reaction product. The product is: [CH3:28][N:30]1[CH2:35][CH2:34][N:33]([C:9](=[O:11])[CH2:8][O:7][C:6]2[CH:5]=[CH:4][C:3]([CH:1]=[O:2])=[CH:13][CH:12]=2)[CH2:32][CH2:31]1. (5) Given the reactants [CH2:1]([C:3]1[CH:4]=[C:5]([N+:13]([O-])=O)[CH:6]=[C:7]2[C:12]=1[N:11]=[CH:10][CH:9]=[CH:8]2)[CH3:2], predict the reaction product. The product is: [CH2:1]([C:3]1[CH:4]=[C:5]([NH2:13])[CH:6]=[C:7]2[C:12]=1[N:11]=[CH:10][CH:9]=[CH:8]2)[CH3:2]. (6) The product is: [S:34]1[CH:35]=[CH:36][C:32]([CH2:31][NH:30][C:26]2[N:25]=[C:24]([C:23]3[C:18]4[C:19](=[N:20][C:15]([NH:14][CH:11]5[CH2:12][CH2:13][CH:8]([NH2:7])[CH2:9][CH2:10]5)=[N:16][CH:17]=4)[NH:21][N:22]=3)[CH:29]=[CH:28][N:27]=2)=[CH:33]1. Given the reactants C(OC(=O)[NH:7][CH:8]1[CH2:13][CH2:12][CH:11]([NH:14][C:15]2[N:20]=[C:19]3[NH:21][N:22]=[C:23]([C:24]4[CH:29]=[CH:28][N:27]=[C:26]([NH:30][CH2:31][C:32]5[CH:36]=[CH:35][S:34][CH:33]=5)[N:25]=4)[C:18]3=[CH:17][N:16]=2)[CH2:10][CH2:9]1)(C)(C)C, predict the reaction product. (7) Given the reactants [OH:1][CH2:2][C:3]1[CH:21]=[CH:20][C:6]2[NH:7][C:8](=[N:10][C:11](=[O:19])[C:12]3[CH:17]=[CH:16][C:15]([CH3:18])=[CH:14][CH:13]=3)[S:9][C:5]=2[CH:4]=1.C(=O)([O-])[O-].[K+].[K+].Br[CH:29]([CH2:34][CH3:35])[C:30]([O:32][CH3:33])=[O:31], predict the reaction product. The product is: [OH:1][CH2:2][C:3]1[CH:21]=[CH:20][C:6]2[N:7]([CH:29]([CH2:34][CH3:35])[C:30]([O:32][CH3:33])=[O:31])[C:8](=[N:10][C:11](=[O:19])[C:12]3[CH:17]=[CH:16][C:15]([CH3:18])=[CH:14][CH:13]=3)[S:9][C:5]=2[CH:4]=1.